The task is: Predict the product of the given reaction.. This data is from Forward reaction prediction with 1.9M reactions from USPTO patents (1976-2016). Given the reactants [CH2:1]=[CH:2][C:3]1[CH:8]=[CH:7][CH:6]=[CH:5][CH:4]=1.[CH3:9][CH:10]([OH:13])[CH2:11][CH3:12], predict the reaction product. The product is: [CH3:9][C:10]([OH:13])([CH2:11][CH3:12])[CH2:1][CH2:2][C:3]1[CH:8]=[CH:7][CH:6]=[CH:5][CH:4]=1.